From a dataset of Forward reaction prediction with 1.9M reactions from USPTO patents (1976-2016). Predict the product of the given reaction. (1) Given the reactants [CH2:1]([C:3]1[S:7][C:6]([CH:8]=O)=[CH:5][CH:4]=1)[CH3:2].Cl.[C:11]([O:15][C:16](=[O:20])[CH2:17][CH2:18][NH2:19])([CH3:14])([CH3:13])[CH3:12].C(O[BH-](OC(=O)C)OC(=O)C)(=O)C.[Na+].C(=O)(O)[O-].[Na+], predict the reaction product. The product is: [C:11]([O:15][C:16](=[O:20])[CH2:17][CH2:18][NH:19][CH2:8][C:6]1[S:7][C:3]([CH2:1][CH3:2])=[CH:4][CH:5]=1)([CH3:14])([CH3:13])[CH3:12]. (2) Given the reactants [CH2:1]([N:8]1[CH2:13][CH2:12][C:11](=[O:14])[CH2:10][CH2:9]1)[C:2]1[CH:7]=[CH:6][CH:5]=[CH:4][CH:3]=1.[CH3:15][Li].O, predict the reaction product. The product is: [CH2:1]([N:8]1[CH2:13][CH2:12][C:11]([OH:14])([CH3:15])[CH2:10][CH2:9]1)[C:2]1[CH:3]=[CH:4][CH:5]=[CH:6][CH:7]=1. (3) Given the reactants CC1C(C2C3C(=CC(F)=CC=3)N(S(C3C=CC=CC=3)(=O)=O)C=2)=C(C)NN=1.[F:27][C:28]1[CH:36]=[C:35]2[C:31]([C:32]([C:37]3[CH:38]=[N:39][N:40]([CH:42]4[CH2:47][CH2:46][N:45]([C:48](=[O:61])[C@@H:49]([NH:53]C(=O)OC(C)(C)C)[CH:50]([CH3:52])[CH3:51])[CH2:44][CH2:43]4)[CH:41]=3)=[CH:33][NH:34]2)=[CH:30][CH:29]=1, predict the reaction product. The product is: [NH2:53][C@@H:49]([CH:50]([CH3:52])[CH3:51])[C:48]([N:45]1[CH2:46][CH2:47][CH:42]([N:40]2[CH:41]=[C:37]([C:32]3[C:31]4[C:35](=[CH:36][C:28]([F:27])=[CH:29][CH:30]=4)[NH:34][CH:33]=3)[CH:38]=[N:39]2)[CH2:43][CH2:44]1)=[O:61]. (4) Given the reactants CN(C)C=O.[N:6]1[NH:7][C:8](=[O:12])[CH:9]=[CH:10][CH:11]=1.[H-].[Na+].[NH2:15][C:16]1[C:17]([C:24]#[N:25])=[N:18][C:19]([CH2:22]Cl)=[CH:20][N:21]=1, predict the reaction product. The product is: [NH2:15][C:16]1[C:17]([C:24]#[N:25])=[N:18][C:19]([CH2:22][N:7]2[C:8](=[O:12])[CH:9]=[CH:10][CH:11]=[N:6]2)=[CH:20][N:21]=1. (5) The product is: [Cl:1][C:2]1[CH:7]=[CH:6][C:5]([C:8]([C:9]2[CH:10]=[CH:11][C:12]([N+:19]([O-:21])=[O:20])=[C:13]([CH:18]=2)[C:14]([OH:16])=[O:15])=[O:25])=[CH:4][CH:3]=1. Given the reactants [Cl:1][C:2]1[CH:7]=[CH:6][C:5]([CH:8](C#N)[C:9]2[CH:10]=[CH:11][C:12]([N+:19]([O-:21])=[O:20])=[C:13]([CH:18]=2)[C:14]([O:16]C)=[O:15])=[CH:4][CH:3]=1.[Li+].[OH-:25].Cl, predict the reaction product. (6) Given the reactants C[O:2][C:3](=[O:40])[CH2:4][CH2:5][C:6]12[N:34]=[C:24]([C:25]([CH3:33])=[C:26]1[CH2:27][CH2:28][C:29]([O:31]C)=[O:30])[CH:23]=[C:22]1[NH:35][C:19]([CH:20]=[CH:21]1)=[CH:18][C:17]1=[N:36][C:14]([CH:15]=[CH:16]1)=[CH:13][C:11]1([CH3:37])[NH:12][C:8]([C:9]([CH3:38])=[CH:10]1)=[C:7]2[CH3:39].[CH3:41][C:42]1[C:64]2[NH:65][C:44](=[CH:45][C:46]3[NH:50][C:49]([CH:51]=[C:52]4[N:56]=[C:55]([CH:57]=[C:58]5[N:62]=[C:61]([CH:63]=2)[C:60]([CH3:66])=[C:59]5[CH2:67][CH2:68][C:69]([O:71]C)=[O:70])[C:54]([CH2:73][CH2:74][C:75]([O:77]C)=[O:76])=[C:53]4[CH3:79])=[CH:48][C:47]=3[CH3:80])[CH:43]=1.[OH-].[K+], predict the reaction product. The product is: [CH3:37][C:11]12[CH:13]=[C:14]3[N:36]=[C:17]([CH:16]=[CH:15]3)[CH:18]=[C:19]3[NH:35][C:22]([CH:21]=[CH:20]3)=[CH:23][C:24]3=[N:34][C:6]([CH2:5][CH2:4][C:3]([OH:40])=[O:2])([C:26]([CH2:27][CH2:28][C:29]([OH:31])=[O:30])=[C:25]3[CH3:33])[C:7]([CH3:39])=[C:8]([NH:12]1)[C:9]([CH3:38])=[CH:10]2.[CH3:41][C:42]1[C:64]2[NH:65][C:44](=[CH:45][C:46]3[NH:50][C:49]([CH:51]=[C:52]4[N:56]=[C:55]([CH:57]=[C:58]5[N:62]=[C:61]([CH:63]=2)[C:60]([CH3:66])=[C:59]5[CH2:67][CH2:68][C:69]([OH:71])=[O:70])[C:54]([CH2:73][CH2:74][C:75]([OH:77])=[O:76])=[C:53]4[CH3:79])=[CH:48][C:47]=3[CH3:80])[CH:43]=1. (7) Given the reactants [F:1][C:2]1[CH:7]=[CH:6][C:5]([C:8]2[O:9][C:10]3[CH:20]=[C:19]([N:21]([CH3:26])[S:22]([CH3:25])(=[O:24])=[O:23])[C:18]([CH:27]4[O:32][CH2:31][CH2:30][NH:29][CH2:28]4)=[CH:17][C:11]=3[C:12]=2[C:13]([NH:15][CH3:16])=[O:14])=[CH:4][CH:3]=1.[C:33]([O:37][C:38]([N:40]1[C:48]2[C:43](=[CH:44][CH:45]=[CH:46][C:47]=2[F:49])[CH:42]=[C:41]1[C:50](O)=[O:51])=[O:39])([CH3:36])([CH3:35])[CH3:34].CN(C(ON1N=NC2C=CC=NC1=2)=[N+](C)C)C.F[P-](F)(F)(F)(F)F.CCN(CC)CC, predict the reaction product. The product is: [F:49][C:47]1[CH:46]=[CH:45][CH:44]=[C:43]2[C:48]=1[N:40]([C:38]([O:37][C:33]([CH3:34])([CH3:36])[CH3:35])=[O:39])[C:41]([C:50]([N:29]1[CH2:30][CH2:31][O:32][CH:27]([C:18]3[C:19]([N:21]([CH3:26])[S:22]([CH3:25])(=[O:23])=[O:24])=[CH:20][C:10]4[O:9][C:8]([C:5]5[CH:4]=[CH:3][C:2]([F:1])=[CH:7][CH:6]=5)=[C:12]([C:13](=[O:14])[NH:15][CH3:16])[C:11]=4[CH:17]=3)[CH2:28]1)=[O:51])=[CH:42]2.